This data is from Full USPTO retrosynthesis dataset with 1.9M reactions from patents (1976-2016). The task is: Predict the reactants needed to synthesize the given product. (1) Given the product [C:33]([OH:40])(=[O:39])/[CH:34]=[CH:35]\[C:36]([OH:38])=[O:37].[CH3:1][O:2][C:3]1[CH:8]=[CH:7][CH:6]=[CH:5][C:4]=1[N:9]1[CH2:10][CH2:11][N:12]([CH2:15][CH2:16][C:17]([C:25]([CH:27]2[CH2:32][CH2:31][CH2:30][CH2:29][CH2:28]2)=[O:26])([C:19]2[CH:20]=[CH:21][CH:22]=[CH:23][CH:24]=2)[CH3:18])[CH2:13][CH2:14]1, predict the reactants needed to synthesize it. The reactants are: [CH3:1][O:2][C:3]1[CH:8]=[CH:7][CH:6]=[CH:5][C:4]=1[N:9]1[CH2:14][CH2:13][N:12]([CH2:15][CH2:16][C:17]([C:25]([CH:27]2[CH2:32][CH2:31][CH2:30][CH2:29][CH2:28]2)=[O:26])([C:19]2[CH:24]=[CH:23][CH:22]=[CH:21][CH:20]=2)[CH3:18])[CH2:11][CH2:10]1.[C:33]([OH:40])(=[O:39])/[CH:34]=[CH:35]\[C:36]([OH:38])=[O:37].CC(OC)(C)C. (2) Given the product [CH2:15]([NH3+:19])[CH3:10].[CH2:1]([O:8][C:9]1[CH:14]=[CH:13][CH:12]=[CH:11][C:10]=1[C:15]1[O:16][C@@H:17]([CH3:24])[C@H:18]([C:20]([O-:22])=[O:21])[N:19]=1)[C:2]1[CH:3]=[CH:4][CH:5]=[CH:6][CH:7]=1.[CH2:15]([NH3+:19])[CH3:10], predict the reactants needed to synthesize it. The reactants are: [CH2:1]([O:8][C:9]1[CH:14]=[CH:13][CH:12]=[CH:11][C:10]=1[C:15]1[O:16][C@@H:17]([CH3:24])[C@@H:18]([C:20]([O:22]C)=[O:21])[N:19]=1)[C:2]1[CH:7]=[CH:6][CH:5]=[CH:4][CH:3]=1.[OH-].[Na+]. (3) Given the product [CH2:1]([C:11]1[S:15][C:14]([C:16]2[S:17][C:18]([CH:29]=[O:30])=[CH:19][CH:20]=2)=[CH:13][CH:12]=1)[CH2:2][CH2:3][CH2:4][CH2:5][CH2:6][CH2:7][CH2:8][CH2:9][CH3:10], predict the reactants needed to synthesize it. The reactants are: [CH2:1]([C:11]1[S:15][C:14]([C:16]2[S:17][CH:18]=[CH:19][CH:20]=2)=[CH:13][CH:12]=1)[CH2:2][CH2:3][CH2:4][CH2:5][CH2:6][CH2:7][CH2:8][CH2:9][CH3:10].C([Li])CCC.CN([CH:29]=[O:30])C.[Cl-].[NH4+].